Dataset: Full USPTO retrosynthesis dataset with 1.9M reactions from patents (1976-2016). Task: Predict the reactants needed to synthesize the given product. (1) Given the product [F:35][C:29]1[CH:28]=[C:27]([CH:32]=[CH:31][C:30]=1[O:33][CH3:34])[CH2:26][N:5]1[C:4]2[CH:3]=[C:2]([C:39]3[CH:38]=[C:37]([F:36])[CH:42]=[CH:41][C:40]=3[O:46][CH3:47])[S:10][C:9]=2[C:8](=[O:11])[N:7]([CH:12]2[CH2:13][CH2:14][N:15]([C:18]([O:20][C:21]([CH3:24])([CH3:22])[CH3:23])=[O:19])[CH2:16][CH2:17]2)[C:6]1=[O:25], predict the reactants needed to synthesize it. The reactants are: Br[C:2]1[S:10][C:9]2[C:8](=[O:11])[N:7]([CH:12]3[CH2:17][CH2:16][N:15]([C:18]([O:20][C:21]([CH3:24])([CH3:23])[CH3:22])=[O:19])[CH2:14][CH2:13]3)[C:6](=[O:25])[N:5]([CH2:26][C:27]3[CH:32]=[CH:31][C:30]([O:33][CH3:34])=[C:29]([F:35])[CH:28]=3)[C:4]=2[CH:3]=1.[F:36][C:37]1[CH:38]=[CH:39][C:40]([O:46][CH3:47])=[C:41](B(O)O)[CH:42]=1.C(=O)([O-])[O-].[Cs+].[Cs+]. (2) Given the product [CH3:27][O:28][CH2:29][O:30][C:31]1[C:35](/[CH:36]=[CH:9]/[C:10]2[N:11]=[C:12]([C:15]3[CH:24]=[CH:23][CH:22]=[CH:21][C:16]=3[C:17]([O:19][CH3:20])=[O:18])[S:13][CH:14]=2)=[CH:34][N:33]([C:38]2[CH:43]=[CH:42][CH:41]=[CH:40][CH:39]=2)[N:32]=1, predict the reactants needed to synthesize it. The reactants are: C(OP([CH2:9][C:10]1[N:11]=[C:12]([C:15]2[CH:24]=[CH:23][CH:22]=[CH:21][C:16]=2[C:17]([O:19][CH3:20])=[O:18])[S:13][CH:14]=1)(OCC)=O)C.[H-].[Na+].[CH3:27][O:28][CH2:29][O:30][C:31]1[C:35]([CH:36]=O)=[CH:34][N:33]([C:38]2[CH:43]=[CH:42][CH:41]=[CH:40][CH:39]=2)[N:32]=1.O.